From a dataset of Full USPTO retrosynthesis dataset with 1.9M reactions from patents (1976-2016). Predict the reactants needed to synthesize the given product. (1) Given the product [F:42][C:39]1[CH:40]=[C:41]2[C:36](=[CH:37][CH:38]=1)[NH:35][CH:34]=[C:33]2[CH2:32][CH:30]1[CH2:31][N:28]([CH2:16][CH:13]2[O:12][C:8]3=[C:9]4[C:4](=[CH:5][CH:6]=[C:7]3[O:15][CH2:14]2)[N:3]=[C:2]([CH3:1])[CH:11]=[CH:10]4)[CH2:29]1, predict the reactants needed to synthesize it. The reactants are: [CH3:1][C:2]1[CH:11]=[CH:10][C:9]2[C:4](=[CH:5][CH:6]=[C:7]3[O:15][CH2:14][C@H:13]([CH2:16]OS(C4C=CC(Br)=CC=4)(=O)=O)[O:12][C:8]3=2)[N:3]=1.[NH:28]1[CH2:31][CH:30]([CH2:32][C:33]2[C:41]3[C:36](=[CH:37][CH:38]=[C:39]([F:42])[CH:40]=3)[NH:35][CH:34]=2)[CH2:29]1.C(N(CC)CC)C. (2) The reactants are: B(Br)(Br)Br.C[O:6][C:7]1[CH:8]=[C:9]([CH:15]=[CH:16][C:17]2[O:21][N:20]=[C:19]([CH2:22][CH2:23][CH2:24][CH2:25][CH3:26])[N:18]=2)[CH:10]=[CH:11][C:12]=1[O:13]C. Given the product [CH2:22]([C:19]1[N:18]=[C:17]([CH:16]=[CH:15][C:9]2[CH:8]=[C:7]([OH:6])[C:12]([OH:13])=[CH:11][CH:10]=2)[O:21][N:20]=1)[CH2:23][CH2:24][CH2:25][CH3:26], predict the reactants needed to synthesize it. (3) The reactants are: [Br:1][C:2]1[CH:14]=[C:13]2[C:5]([C:6]3[C:7](=[O:30])[C:8]4[CH:20]=[C:19]([O:21][CH2:22][C@H:23]5[CH2:27][O:26][C:25]([CH3:29])([CH3:28])[O:24]5)[CH:18]=[CH:17][C:9]=4[C:10]([CH3:16])([CH3:15])[C:11]=3[NH:12]2)=[CH:4][CH:3]=1.[H-].[Na+].[CH3:33]C(N(C)C)=O.CI. Given the product [Br:1][C:2]1[CH:14]=[C:13]2[C:5]([C:6]3[C:7](=[O:30])[C:8]4[CH:20]=[C:19]([O:21][CH2:22][C@H:23]5[CH2:27][O:26][C:25]([CH3:29])([CH3:28])[O:24]5)[CH:18]=[CH:17][C:9]=4[C:10]([CH3:16])([CH3:15])[C:11]=3[N:12]2[CH3:33])=[CH:4][CH:3]=1, predict the reactants needed to synthesize it. (4) Given the product [CH3:52][C:49]1([CH3:53])[O:48][C@H:47]([CH2:46][O:28][C:25]2[CH:26]=[CH:27][C:22]([C:3]([C:6]3[CH:11]=[CH:10][C:9](/[C:12](/[CH3:20])=[CH:13]/[C:14]([CH2:15][CH3:16])([OH:17])[CH2:18][CH3:19])=[C:8]([CH3:21])[CH:7]=3)([CH2:4][CH3:5])[CH2:1][CH3:2])=[CH:23][C:24]=2[CH3:29])[CH2:51][O:50]1, predict the reactants needed to synthesize it. The reactants are: [CH2:1]([C:3]([C:22]1[CH:27]=[CH:26][C:25]([OH:28])=[C:24]([CH3:29])[CH:23]=1)([C:6]1[CH:11]=[CH:10][C:9](/[C:12](/[CH3:20])=[CH:13]/[C:14]([CH2:18][CH3:19])([OH:17])[CH2:15][CH3:16])=[C:8]([CH3:21])[CH:7]=1)[CH2:4][CH3:5])[CH3:2].C([O-])([O-])=O.[K+].[K+].C1(C)C=CC(S(O[CH2:46][C@@H:47]2[CH2:51][O:50][C:49]([CH3:53])([CH3:52])[O:48]2)(=O)=O)=CC=1.C([O-])(O)=O.[Na+]. (5) Given the product [CH:38]1([NH:28][C:11]2[C:12]3[N:13]([C:15]([C:18]([NH:20][C:21]4[CH:26]=[CH:25][N:24]=[C:23]([F:27])[CH:22]=4)=[O:19])=[CH:16][N:17]=3)[N:14]=[C:9]([NH:8][C@H:5]3[CH2:4][CH2:3][C@H:2]([NH:1][S:56]([C:50]4[CH:55]=[CH:54][CH:53]=[CH:52][CH:51]=4)(=[O:58])=[O:57])[CH2:7][CH2:6]3)[CH:10]=2)[CH2:39][CH2:40]1, predict the reactants needed to synthesize it. The reactants are: [NH2:1][C@H:2]1[CH2:7][CH2:6][C@H:5]([NH:8][C:9]2[CH:10]=[C:11]([N:28]([CH:38]3[CH2:40][CH2:39]3)CC3C=CC(OC)=CC=3)[C:12]3[N:13]([C:15]([C:18]([NH:20][C:21]4[CH:26]=[CH:25][N:24]=[C:23]([F:27])[CH:22]=4)=[O:19])=[CH:16][N:17]=3)[N:14]=2)[CH2:4][CH2:3]1.CCN(C(C)C)C(C)C.[C:50]1([S:56](Cl)(=[O:58])=[O:57])[CH:55]=[CH:54][CH:53]=[CH:52][CH:51]=1.C(O)(C(F)(F)F)=O. (6) Given the product [CH2:29]([O:28][P:23]([CH:14]([CH2:15][CH2:16][C:17]1[CH:18]=[CH:19][CH:20]=[CH:21][CH:22]=1)[C:13]([OH:31])=[O:12])([O:25][CH2:26][CH3:27])=[O:24])[CH3:30], predict the reactants needed to synthesize it. The reactants are: FC(F)(F)C(O)=O.C([O:12][C:13](=[O:31])[CH:14]([P:23]([O:28][CH2:29][CH3:30])([O:25][CH2:26][CH3:27])=[O:24])[CH2:15][CH2:16][C:17]1[CH:22]=[CH:21][CH:20]=[CH:19][CH:18]=1)(C)(C)C.